From a dataset of Forward reaction prediction with 1.9M reactions from USPTO patents (1976-2016). Predict the product of the given reaction. (1) Given the reactants [N:1]1[CH:6]=[CH:5][CH:4]=[CH:3][C:2]=1[C:7](O)=O.C(N1C=CN=C1)(N1C=CN=C1)=O.[CH3:22][NH:23][C:24](=[S:27])[NH:25][NH2:26].O, predict the reaction product. The product is: [CH3:22][N:23]1[C:7]([C:2]2[CH:3]=[CH:4][CH:5]=[CH:6][N:1]=2)=[N:26][N:25]=[C:24]1[SH:27]. (2) Given the reactants [CH3:1][C:2]1[CH:7]=[CH:6][C:5]([S:8]([CH2:10][C:11]#[CH:12])=O)=[CH:4][CH:3]=1.[BrH:13], predict the reaction product. The product is: [Br:13][CH2:12][C:11]1[C:6]2[CH:7]=[C:2]([CH3:1])[CH:3]=[CH:4][C:5]=2[S:8][CH:10]=1. (3) The product is: [CH3:33][O:32][C:30]1[CH:29]=[C:28]([CH2:34][CH2:35][C:36]2[CH:37]=[C:38]([NH:41][C:19]([C:16]3[CH:17]=[N:18][C:13]([N:10]4[CH2:11][CH2:12][N:7]([CH2:5][CH3:6])[CH:8]([CH3:23])[CH2:9]4)=[N:14][CH:15]=3)=[O:21])[NH:39][N:40]=2)[CH:27]=[C:26]([O:25][CH3:24])[CH:31]=1. Given the reactants C[Al](C)C.[CH2:5]([N:7]1[CH2:12][CH2:11][N:10]([C:13]2[N:18]=[CH:17][C:16]([C:19]([O:21]C)=O)=[CH:15][N:14]=2)[CH2:9][CH:8]1[CH3:23])[CH3:6].[CH3:24][O:25][C:26]1[CH:27]=[C:28]([CH2:34][CH2:35][C:36]2[CH:37]=[C:38]([NH2:41])[NH:39][N:40]=2)[CH:29]=[C:30]([O:32][CH3:33])[CH:31]=1, predict the reaction product. (4) The product is: [Cl:18][C:4]1[CH:3]=[C:2]([CH3:19])[C:10]2[N:9]3[CH2:12][CH2:13][NH:14][C:15](=[O:16])[C:8]3=[C:7]([CH3:17])[C:6]=2[CH:5]=1. Given the reactants Br[C:2]1[C:10]2[N:9]3C[CH2:12][CH2:13][NH:14][C:15](=[O:16])[C:8]3=[C:7]([CH3:17])[C:6]=2[CH:5]=[C:4]([Cl:18])[CH:3]=1.[CH3:19]B1OB(C)OB(C)O1, predict the reaction product. (5) Given the reactants C1(P(C2C=CC=CC=2)C2C=CC=CC=2)C=CC=CC=1.CC(OC(/N=N/C(OC(C)C)=O)=O)C.[C:34]([O:38][CH2:39][CH3:40])(=[O:37])[CH2:35][OH:36].O[C:42]1[CH:52]=[N:51][CH:50]=[CH:49][C:43]=1[C:44]([O:46][CH2:47][CH3:48])=[O:45], predict the reaction product. The product is: [CH2:39]([O:38][C:34](=[O:37])[CH2:35][O:36][C:42]1[CH:52]=[N:51][CH:50]=[CH:49][C:43]=1[C:44]([O:46][CH2:47][CH3:48])=[O:45])[CH3:40]. (6) Given the reactants [CH2:1]([C:4]1[CH:5]=[C:6]([CH3:12])[C:7]([Br:11])=[C:8]([CH3:10])[CH:9]=1)[CH:2]=[CH2:3].C12BC(CCC1)CCC2.[OH-:22].[Na+].OO, predict the reaction product. The product is: [Br:11][C:7]1[C:6]([CH3:12])=[CH:5][C:4]([CH2:1][CH2:2][CH2:3][OH:22])=[CH:9][C:8]=1[CH3:10]. (7) Given the reactants [Br:1]N1C(=O)CCC1=O.[NH2:9][C:10]1[N:15]2[N:16]=[CH:17][C:18]([C:19]3[CH:20]=[N:21][C:22]4[C:27]([CH:28]=3)=[CH:26][CH:25]=[CH:24][CH:23]=4)=[C:14]2[N:13]=[C:12]([CH:29]2[CH2:34][NH:33][CH:32]([C:35]([O:37][CH3:38])=[O:36])[CH2:31][CH2:30]2)[CH:11]=1, predict the reaction product. The product is: [NH2:9][C:10]1[N:15]2[N:16]=[CH:17][C:18]([C:19]3[CH:20]=[N:21][C:22]4[C:27]([CH:28]=3)=[CH:26][CH:25]=[CH:24][CH:23]=4)=[C:14]2[N:13]=[C:12]([CH:29]2[CH2:34][NH:33][CH:32]([C:35]([O:37][CH3:38])=[O:36])[CH2:31][CH2:30]2)[C:11]=1[Br:1]. (8) Given the reactants [CH3:1][O:2][C:3]([C:5]1[CH:16]=[CH:15][C:8]2[C:9](=[O:14])[CH2:10][CH2:11][CH2:12][S:13][C:7]=2[CH:6]=1)=[O:4].[BH4-].[Na+], predict the reaction product. The product is: [CH3:1][O:2][C:3]([C:5]1[CH:16]=[CH:15][C:8]2[CH:9]([OH:14])[CH2:10][CH2:11][CH2:12][S:13][C:7]=2[CH:6]=1)=[O:4].